From a dataset of NCI-60 drug combinations with 297,098 pairs across 59 cell lines. Regression. Given two drug SMILES strings and cell line genomic features, predict the synergy score measuring deviation from expected non-interaction effect. (1) Drug 1: C1=NC2=C(N1)C(=S)N=CN2. Drug 2: CS(=O)(=O)OCCCCOS(=O)(=O)C. Cell line: RXF 393. Synergy scores: CSS=32.8, Synergy_ZIP=1.60, Synergy_Bliss=2.09, Synergy_Loewe=-37.3, Synergy_HSA=1.52. (2) Drug 2: CC1C(C(=O)NC(C(=O)N2CCCC2C(=O)N(CC(=O)N(C(C(=O)O1)C(C)C)C)C)C(C)C)NC(=O)C3=C4C(=C(C=C3)C)OC5=C(C(=O)C(=C(C5=N4)C(=O)NC6C(OC(=O)C(N(C(=O)CN(C(=O)C7CCCN7C(=O)C(NC6=O)C(C)C)C)C)C(C)C)C)N)C. Synergy scores: CSS=25.0, Synergy_ZIP=-2.55, Synergy_Bliss=-3.78, Synergy_Loewe=-2.86, Synergy_HSA=-2.86. Drug 1: C1=C(C(=O)NC(=O)N1)F. Cell line: SF-295. (3) Drug 1: C1CCC(C1)C(CC#N)N2C=C(C=N2)C3=C4C=CNC4=NC=N3. Drug 2: C1=NNC2=C1C(=O)NC=N2. Cell line: RPMI-8226. Synergy scores: CSS=-4.70, Synergy_ZIP=5.49, Synergy_Bliss=6.37, Synergy_Loewe=-5.88, Synergy_HSA=-2.58. (4) Drug 1: C1=CC(=C2C(=C1NCCNCCO)C(=O)C3=C(C=CC(=C3C2=O)O)O)NCCNCCO. Drug 2: CN1C(=O)N2C=NC(=C2N=N1)C(=O)N. Cell line: NCI-H322M. Synergy scores: CSS=28.3, Synergy_ZIP=-3.58, Synergy_Bliss=7.25, Synergy_Loewe=-50.2, Synergy_HSA=2.84. (5) Drug 1: C1=C(C(=O)NC(=O)N1)N(CCCl)CCCl. Drug 2: CC1=C(C(CCC1)(C)C)C=CC(=CC=CC(=CC(=O)O)C)C. Cell line: SR. Synergy scores: CSS=47.5, Synergy_ZIP=2.23, Synergy_Bliss=-0.723, Synergy_Loewe=-8.05, Synergy_HSA=-2.26. (6) Drug 1: CC1=C(C=C(C=C1)NC2=NC=CC(=N2)N(C)C3=CC4=NN(C(=C4C=C3)C)C)S(=O)(=O)N.Cl. Drug 2: CC(C)(C#N)C1=CC(=CC(=C1)CN2C=NC=N2)C(C)(C)C#N. Cell line: SK-OV-3. Synergy scores: CSS=0.731, Synergy_ZIP=0.314, Synergy_Bliss=1.23, Synergy_Loewe=-1.43, Synergy_HSA=-0.636.